This data is from Forward reaction prediction with 1.9M reactions from USPTO patents (1976-2016). The task is: Predict the product of the given reaction. Given the reactants [CH3:1][C:2]([NH:4][C@H:5]1[C@@H:10]([O:11][P:12]([O:15][P:16]([O:19][CH2:20][C@H:21]2[O:25][C@@H:24]([N:26]3[C:32](=[O:33])[NH:31][C:29](=[O:30])[CH:28]=[CH:27]3)[C@H:23]([OH:34])[C@@H:22]2[OH:35])([OH:18])=[O:17])([OH:14])=[O:13])[O:9][C@H:8]([CH2:36][OH:37])[C@@H:7]([OH:38])[C@@H:6]1[OH:39])=[O:3].C1C(=O)NC(=[O:44])N([C@@H]2O[C@H](COP(OP(O)(O)=O)(O)=O)[C@@H](O)[C@H]2O)C=1.C(OCC(N[C@@H]1[C@@H](O)[C@H](O)[C@@H](CO)OC1O)=O)(=O)C.C1C(=O)NC(=O)N([C@@H]2O[C@H](COP(OP(O)(O)=O)(O)=O)[C@@H](O)[C@H]2O)C=1.N(CC(N[C@@H]1[C@@H](O)[C@H](O)[C@@H](CO)OC1O)=O)=[N+]=[N-].C1C(=O)NC(=O)N([C@@H]2O[C@H](COP(OP(O)(O)=O)(O)=O)[C@@H](O)[C@H]2O)C=1.C1(CC(N[C@@H]2[C@@H](O)[C@H](O)[C@@H](CO)OC2O)=O)C=CC=CC=1.C1C(=O)NC(=O)N([C@@H]2O[C@H](COP(OP(O)(O)=O)(O)=O)[C@@H](O)[C@H]2O)C=1.C1(C2C=CC=CC=2)C=CC(CC(N[C@@H]2[C@@H](O)[C@H](O)[C@@H](CO)OC2O)=O)=CC=1.C1C(=O)NC(=O)N([C@@H]2O[C@H](COP(OP(O)(O)=O)(O)=O)[C@@H](O)[C@H]2O)C=1.OC1O[C@H](CO)[C@@H](O)[C@H](O)[C@H]1N(C1C=CC=CC=1)C1C=CC=CC=1.C[O-].[Na+], predict the reaction product. The product is: [CH:28]1[C:29](=[O:30])[NH:31][C:32](=[O:33])[N:26]([C@@H:24]2[O:25][C@H:21]([CH2:20][O:19][P:16]([O:15][P:12]([OH:13])([OH:14])=[O:11])([OH:18])=[O:17])[C@@H:22]([OH:35])[C@H:23]2[OH:34])[CH:27]=1.[OH:44][CH2:1][C:2]([NH:4][C@@H:5]1[C@@H:6]([OH:39])[C@H:7]([OH:38])[C@@H:8]([CH2:36][OH:37])[O:9][CH:10]1[OH:11])=[O:3].